The task is: Predict the product of the given reaction.. This data is from Forward reaction prediction with 1.9M reactions from USPTO patents (1976-2016). (1) Given the reactants BrC1C=CC(NC(=CC([O-])=O)C(OC)=O)=C(OC)C=1.[CH3:20][O:21][C:22](=[O:43])[C:23]([NH:28][C:29]1[CH:34]=[CH:33][CH:32]=[CH:31][C:30]=1[O:35][CH2:36][C:37]1[CH:42]=[CH:41][CH:40]=[CH:39][CH:38]=1)=[CH:24][C:25]([O-:27])=O, predict the reaction product. The product is: [CH3:20][O:21][C:22]([C:23]1[CH:24]=[C:25]([OH:27])[C:34]2[C:29](=[C:30]([O:35][CH2:36][C:37]3[CH:42]=[CH:41][CH:40]=[CH:39][CH:38]=3)[CH:31]=[CH:32][CH:33]=2)[N:28]=1)=[O:43]. (2) Given the reactants [C:1]([O:5][C:6]([N:8]1[CH2:20][C@@H:19]([CH3:21])[N:18]2[C@H:10]([CH2:11][C:12]3[C:17]2=[N:16][C:15](Br)=[CH:14][CH:13]=3)[CH2:9]1)=[O:7])([CH3:4])([CH3:3])[CH3:2].C(N(CC)CC)C.O.[C:31]([O:34][CH2:35]C)(=[O:33])C, predict the reaction product. The product is: [CH3:35][O:34][C:31]([C:15]1[N:16]=[C:17]2[C:12](=[CH:13][CH:14]=1)[CH2:11][C@H:10]1[N:18]2[C@H:19]([CH3:21])[CH2:20][N:8]([C:6]([O:5][C:1]([CH3:4])([CH3:3])[CH3:2])=[O:7])[CH2:9]1)=[O:33]. (3) Given the reactants [N:1]1C=CC=CC=1.[C:7](Cl)([O:9][CH2:10][C:11]([Cl:14])([Cl:13])[Cl:12])=[O:8], predict the reaction product. The product is: [C:7](=[O:8])([O:9][CH2:10][C:11]([Cl:14])([Cl:13])[Cl:12])[NH2:1]. (4) Given the reactants C[O:2][C:3](=[O:33])/[CH:4]=[CH:5]/[C:6]1[CH:7]=[C:8]2[C:29](=[CH:30][CH:31]=1)[O:28][C:11]1([CH2:16][CH2:15][N:14]([CH2:17][CH2:18][C:19]3[C:27]4[C:22](=[CH:23][CH:24]=[CH:25][CH:26]=4)[NH:21][CH:20]=3)[CH2:13][CH2:12]1)[CH2:10][C:9]2=[O:32].[OH-].[Na+], predict the reaction product. The product is: [NH:21]1[C:22]2[C:27](=[CH:26][CH:25]=[CH:24][CH:23]=2)[C:19]([CH2:18][CH2:17][N:14]2[CH2:15][CH2:16][C:11]3([CH2:10][C:9](=[O:32])[C:8]4[C:29](=[CH:30][CH:31]=[C:6](/[CH:5]=[CH:4]/[C:3]([OH:33])=[O:2])[CH:7]=4)[O:28]3)[CH2:12][CH2:13]2)=[CH:20]1. (5) Given the reactants Br[C:2]1[N:3]=[C:4]([CH:7]([O:10][CH3:11])[O:8][CH3:9])[S:5][CH:6]=1.[Li]CCCC.CN([CH:20]=[O:21])C, predict the reaction product. The product is: [CH3:9][O:8][CH:7]([O:10][CH3:11])[C:4]1[S:5][CH:6]=[C:2]([CH:20]=[O:21])[N:3]=1. (6) The product is: [I:1][C:2]1[CH:9]=[CH:8][C:5](/[CH:6]=[CH:13]/[S:14]([CH2:17][S:18](/[CH:21]=[CH:22]/[C:5]2[CH:8]=[CH:9][C:2]([I:1])=[CH:3][CH:4]=2)(=[O:20])=[O:19])(=[O:16])=[O:15])=[CH:4][CH:3]=1. Given the reactants [I:1][C:2]1[CH:9]=[CH:8][C:5]([CH:6]=O)=[CH:4][CH:3]=1.C([CH2:13][S:14]([CH2:17][S:18]([CH2:21][C:22](O)=O)(=[O:20])=[O:19])(=[O:16])=[O:15])(O)=O, predict the reaction product. (7) Given the reactants [Cl:1][C:2]1[CH:10]=[CH:9][CH:8]=[C:7]2[C:3]=1[C:4]([C:16]([OH:18])=O)=[CH:5][N:6]2[CH:11]1[CH2:15][CH2:14][O:13][CH2:12]1.CN(C(ON1N=NC2C=CC=NC1=2)=[N+](C)C)C.F[P-](F)(F)(F)(F)F.[F:43][C:44]([F:54])([F:53])[CH:45]1[CH2:50][CH2:49][CH2:48][CH:47]([CH2:51][NH2:52])[CH2:46]1.CCN(C(C)C)C(C)C.CN(C=O)C, predict the reaction product. The product is: [F:43][C:44]([F:53])([F:54])[CH:45]1[CH2:50][CH2:49][CH2:48][CH:47]([CH2:51][NH:52][C:16]([C:4]2[C:3]3[C:7](=[CH:8][CH:9]=[CH:10][C:2]=3[Cl:1])[N:6]([CH:11]3[CH2:15][CH2:14][O:13][CH2:12]3)[CH:5]=2)=[O:18])[CH2:46]1.